Dataset: Catalyst prediction with 721,799 reactions and 888 catalyst types from USPTO. Task: Predict which catalyst facilitates the given reaction. Reactant: Br[CH2:2][CH2:3][O:4][C:5]1[CH:10]=[CH:9][C:8]([N:11]2[CH:15]=[CH:14][N:13]([C:16]3[CH:21]=[CH:20][C:19]([O:22][C:23]4[CH:28]=[CH:27][CH:26]=[CH:25][CH:24]=4)=[CH:18][CH:17]=3)[C:12]2=[O:29])=[CH:7][CH:6]=1.[CH3:30][NH2:31].[I-].[Na+]. Product: [CH3:30][NH:31][CH2:2][CH2:3][O:4][C:5]1[CH:10]=[CH:9][C:8]([N:11]2[CH:15]=[CH:14][N:13]([C:16]3[CH:21]=[CH:20][C:19]([O:22][C:23]4[CH:28]=[CH:27][CH:26]=[CH:25][CH:24]=4)=[CH:18][CH:17]=3)[C:12]2=[O:29])=[CH:7][CH:6]=1. The catalyst class is: 10.